Regression/Classification. Given a drug SMILES string, predict its toxicity properties. Task type varies by dataset: regression for continuous values (e.g., LD50, hERG inhibition percentage) or binary classification for toxic/non-toxic outcomes (e.g., AMES mutagenicity, cardiotoxicity, hepatotoxicity). Dataset: ld50_zhu. From a dataset of Acute oral toxicity (LD50) regression data from Zhu et al.. (1) The molecule is CCC(C(=O)N1CCCC1C)(c1ccccc1)c1ccccc1. The rat oral LD50 is 2.98, given as -log10 of the dose in mol/kg body weight (higher means more acutely toxic). (2) The rat oral LD50 is 3.69, given as -log10 of the dose in mol/kg body weight (higher means more acutely toxic). The molecule is O=C(O)C1C2CCC(O2)C1C(=O)O. (3) The compound is CCC1COC(Cn2cncn2)(c2ccc(Cl)cc2Cl)O1. The rat oral LD50 is 2.39, given as -log10 of the dose in mol/kg body weight (higher means more acutely toxic). (4) The molecule is S=C1NCCNC(=S)S1. The rat oral LD50 is 2.87, given as -log10 of the dose in mol/kg body weight (higher means more acutely toxic). (5) The compound is C#CCSP(=O)(OCC)OCC. The rat oral LD50 is 4.06, given as -log10 of the dose in mol/kg body weight (higher means more acutely toxic). (6) The drug is CN1CCCC1c1cccnc1. The rat oral LD50 is 3.51, given as -log10 of the dose in mol/kg body weight (higher means more acutely toxic).